This data is from NCI-60 drug combinations with 297,098 pairs across 59 cell lines. The task is: Regression. Given two drug SMILES strings and cell line genomic features, predict the synergy score measuring deviation from expected non-interaction effect. (1) Drug 1: CCCCC(=O)OCC(=O)C1(CC(C2=C(C1)C(=C3C(=C2O)C(=O)C4=C(C3=O)C=CC=C4OC)O)OC5CC(C(C(O5)C)O)NC(=O)C(F)(F)F)O. Drug 2: CC1C(C(CC(O1)OC2CC(CC3=C2C(=C4C(=C3O)C(=O)C5=CC=CC=C5C4=O)O)(C(=O)C)O)N)O. Cell line: SK-OV-3. Synergy scores: CSS=28.3, Synergy_ZIP=-0.200, Synergy_Bliss=-2.17, Synergy_Loewe=-13.8, Synergy_HSA=-2.65. (2) Drug 1: C1=C(C(=O)NC(=O)N1)F. Drug 2: CC1C(C(=O)NC(C(=O)N2CCCC2C(=O)N(CC(=O)N(C(C(=O)O1)C(C)C)C)C)C(C)C)NC(=O)C3=C4C(=C(C=C3)C)OC5=C(C(=O)C(=C(C5=N4)C(=O)NC6C(OC(=O)C(N(C(=O)CN(C(=O)C7CCCN7C(=O)C(NC6=O)C(C)C)C)C)C(C)C)C)N)C. Cell line: NCI-H322M. Synergy scores: CSS=34.4, Synergy_ZIP=6.42, Synergy_Bliss=6.86, Synergy_Loewe=6.01, Synergy_HSA=6.02. (3) Drug 1: CS(=O)(=O)C1=CC(=C(C=C1)C(=O)NC2=CC(=C(C=C2)Cl)C3=CC=CC=N3)Cl. Drug 2: CC1C(C(CC(O1)OC2CC(CC3=C2C(=C4C(=C3O)C(=O)C5=C(C4=O)C(=CC=C5)OC)O)(C(=O)C)O)N)O.Cl. Cell line: UACC62. Synergy scores: CSS=20.7, Synergy_ZIP=5.68, Synergy_Bliss=10.6, Synergy_Loewe=1.07, Synergy_HSA=10.0. (4) Drug 1: C1=C(C(=O)NC(=O)N1)F. Drug 2: CC1CCC2CC(C(=CC=CC=CC(CC(C(=O)C(C(C(=CC(C(=O)CC(OC(=O)C3CCCCN3C(=O)C(=O)C1(O2)O)C(C)CC4CCC(C(C4)OC)OCCO)C)C)O)OC)C)C)C)OC. Cell line: MALME-3M. Synergy scores: CSS=45.8, Synergy_ZIP=1.85, Synergy_Bliss=1.41, Synergy_Loewe=10.7, Synergy_HSA=11.5. (5) Drug 1: C1=C(C(=O)NC(=O)N1)N(CCCl)CCCl. Drug 2: C1=NC2=C(N1)C(=S)N=CN2. Cell line: OVCAR3. Synergy scores: CSS=19.2, Synergy_ZIP=-17.9, Synergy_Bliss=-29.7, Synergy_Loewe=-47.0, Synergy_HSA=-25.3. (6) Drug 1: CS(=O)(=O)CCNCC1=CC=C(O1)C2=CC3=C(C=C2)N=CN=C3NC4=CC(=C(C=C4)OCC5=CC(=CC=C5)F)Cl. Drug 2: CC1=C(N=C(N=C1N)C(CC(=O)N)NCC(C(=O)N)N)C(=O)NC(C(C2=CN=CN2)OC3C(C(C(C(O3)CO)O)O)OC4C(C(C(C(O4)CO)O)OC(=O)N)O)C(=O)NC(C)C(C(C)C(=O)NC(C(C)O)C(=O)NCCC5=NC(=CS5)C6=NC(=CS6)C(=O)NCCC[S+](C)C)O. Cell line: ACHN. Synergy scores: CSS=54.8, Synergy_ZIP=-0.693, Synergy_Bliss=-1.11, Synergy_Loewe=-7.16, Synergy_HSA=1.85. (7) Drug 1: CCN(CC)CCNC(=O)C1=C(NC(=C1C)C=C2C3=C(C=CC(=C3)F)NC2=O)C. Drug 2: CC(C)NC(=O)C1=CC=C(C=C1)CNNC.Cl. Cell line: BT-549. Synergy scores: CSS=-0.139, Synergy_ZIP=-1.26, Synergy_Bliss=-6.39, Synergy_Loewe=-10.7, Synergy_HSA=-11.7.